Dataset: Catalyst prediction with 721,799 reactions and 888 catalyst types from USPTO. Task: Predict which catalyst facilitates the given reaction. (1) Reactant: Br[C:2]1[C:11](=[O:12])[C:10]2[C:5](=[CH:6][CH:7]=[CH:8][CH:9]=2)[N:4]([CH3:13])[N:3]=1.C(N(CC)CC)C. Product: [CH3:13][N:4]1[C:5]2[C:10](=[CH:9][CH:8]=[CH:7][CH:6]=2)[C:11](=[O:12])[CH:2]=[N:3]1. The catalyst class is: 29. (2) Reactant: [F:1][C:2]1[CH:3]=[C:4]([SH:8])[CH:5]=[CH:6][CH:7]=1.C(=O)([O-])[O-].[K+].[K+].F[C:16]1[CH:21]=[CH:20][C:19]([F:22])=[CH:18][C:17]=1[N+:23]([O-:25])=[O:24].O. Product: [F:1][C:2]1[CH:3]=[C:4]([S:8][C:16]2[CH:21]=[CH:20][C:19]([F:22])=[CH:18][C:17]=2[N+:23]([O-:25])=[O:24])[CH:5]=[CH:6][CH:7]=1. The catalyst class is: 291. (3) Reactant: Br[CH2:2][C:3]([C:5]1[C:6](=[O:19])[O:7][C:8]2[C:13]([CH:14]=1)=[CH:12][CH:11]=[C:10]([O:15][CH2:16][CH2:17][OH:18])[CH:9]=2)=O.[CH3:20][C:21]1[C:22]([NH2:28])=[N:23][CH:24]=[C:25]([CH3:27])[N:26]=1. Product: [CH3:27][C:25]1[N:26]=[C:21]([CH3:20])[C:22]2[N:23]([CH:2]=[C:3]([C:5]3[C:6](=[O:19])[O:7][C:8]4[C:13]([CH:14]=3)=[CH:12][CH:11]=[C:10]([O:15][CH2:16][CH2:17][OH:18])[CH:9]=4)[N:28]=2)[CH:24]=1. The catalyst class is: 23.